From a dataset of Forward reaction prediction with 1.9M reactions from USPTO patents (1976-2016). Predict the product of the given reaction. (1) Given the reactants Cl[C:2](Cl)([O:4]C(=O)OC(Cl)(Cl)Cl)Cl.[Cl:13][C:14]1[C:22]2[C:17](=[CH:18][CH:19]=[CH:20][CH:21]=2)[NH:16][N:15]=1.[NH:23]([C:25]([CH:27]1[CH2:32][CH2:31][N:30]([C:33]([O:35][C:36]([CH3:39])([CH3:38])[CH3:37])=[O:34])[CH2:29][CH2:28]1)=[O:26])[NH2:24].C(=O)([O-])[O-].[Na+].[Na+], predict the reaction product. The product is: [Cl:13][C:14]1[C:22]2[C:17](=[CH:18][CH:19]=[CH:20][CH:21]=2)[N:16]([C:2]([NH:24][NH:23][C:25]([CH:27]2[CH2:32][CH2:31][N:30]([C:33]([O:35][C:36]([CH3:39])([CH3:38])[CH3:37])=[O:34])[CH2:29][CH2:28]2)=[O:26])=[O:4])[N:15]=1. (2) Given the reactants C([Mg][Cl:5])(C)C.Br[C:7]1[C:12]([CH3:13])=[CH:11][CH:10]=[CH:9][N:8]=1.[F:14][C:15]1[CH:22]=[CH:21][C:20]([F:23])=[CH:19][C:16]=1[CH:17]=O.[Cl-].[NH4+], predict the reaction product. The product is: [ClH:5].[Cl:5][CH:17]([C:16]1[CH:19]=[C:20]([F:23])[CH:21]=[CH:22][C:15]=1[F:14])[C:7]1[C:12]([CH3:13])=[CH:11][CH:10]=[CH:9][N:8]=1. (3) Given the reactants Br[C:2]1[CH:10]=[C:9]([CH3:11])[C:8]2[N:7]([S:12]([C:15]3[CH:21]=[CH:20][C:18]([CH3:19])=[CH:17][CH:16]=3)(=[O:14])=[O:13])[CH:6]=[CH:5][C:4]=2[C:3]=1[C:22]#[N:23].[Zn](CC)[CH2:25][CH3:26], predict the reaction product. The product is: [CH2:25]([C:2]1[CH:10]=[C:9]([CH3:11])[C:8]2[N:7]([S:12]([C:15]3[CH:21]=[CH:20][C:18]([CH3:19])=[CH:17][CH:16]=3)(=[O:13])=[O:14])[CH:6]=[CH:5][C:4]=2[C:3]=1[C:22]#[N:23])[CH3:26]. (4) Given the reactants Br[C:2]1[C:10]2[N:9]3[CH2:11][CH2:12][CH2:13][NH:14][C:15](=[O:16])[C:8]3=[CH:7][C:6]=2[CH:5]=[C:4]([C:17]#[N:18])[CH:3]=1.B(O)(O)[C:20]1[CH:21]=[CH:22][C:23]([CH3:26])=[CH:24][CH:25]=1, predict the reaction product. The product is: [CH3:26][C:23]1[CH:24]=[CH:25][C:20]([C:2]2[C:10]3[N:9]4[CH2:11][CH2:12][CH2:13][NH:14][C:15](=[O:16])[C:8]4=[CH:7][C:6]=3[CH:5]=[C:4]([C:17]#[N:18])[CH:3]=2)=[CH:21][CH:22]=1. (5) Given the reactants C[O:2][C:3]1[CH:8]=[CH:7][N:6]=[C:5]([C:9]2[N:13]3[CH:14]=[CH:15][CH:16]=[CH:17][C:12]3=[N:11][CH:10]=2)[N:4]=1.Br, predict the reaction product. The product is: [N:11]1[CH:10]=[C:9]([C:5]2[N:4]=[C:3]([OH:2])[CH:8]=[CH:7][N:6]=2)[N:13]2[CH:14]=[CH:15][CH:16]=[CH:17][C:12]=12. (6) The product is: [CH3:18][O:17][C:10]1[CH:11]=[CH:12][CH:13]=[C:14]([O:15][CH3:16])[C:9]=1[CH:2]1[N:1]([CH2:29][C:19]2[C:28]3[C:23](=[CH:24][CH:25]=[CH:26][CH:27]=3)[CH:22]=[CH:21][CH:20]=2)[C:5](=[O:7])[CH2:4][CH2:3]1. Given the reactants [NH2:1][CH:2]([C:9]1[C:14]([O:15][CH3:16])=[CH:13][CH:12]=[CH:11][C:10]=1[O:17][CH3:18])[CH2:3][CH2:4][C:5]([O:7]C)=O.[C:19]1([CH:29]=O)[C:28]2[C:23](=[CH:24][CH:25]=[CH:26][CH:27]=2)[CH:22]=[CH:21][CH:20]=1, predict the reaction product.